From a dataset of CYP3A4 inhibition data for predicting drug metabolism from PubChem BioAssay. Regression/Classification. Given a drug SMILES string, predict its absorption, distribution, metabolism, or excretion properties. Task type varies by dataset: regression for continuous measurements (e.g., permeability, clearance, half-life) or binary classification for categorical outcomes (e.g., BBB penetration, CYP inhibition). Dataset: cyp3a4_veith. The molecule is CN=c1nc(-c2ccccc2)n(-c2ccccc2)s1. The result is 1 (inhibitor).